This data is from NCI-60 drug combinations with 297,098 pairs across 59 cell lines. The task is: Regression. Given two drug SMILES strings and cell line genomic features, predict the synergy score measuring deviation from expected non-interaction effect. (1) Drug 1: CN1CCC(CC1)COC2=C(C=C3C(=C2)N=CN=C3NC4=C(C=C(C=C4)Br)F)OC. Drug 2: CC1CCC2CC(C(=CC=CC=CC(CC(C(=O)C(C(C(=CC(C(=O)CC(OC(=O)C3CCCCN3C(=O)C(=O)C1(O2)O)C(C)CC4CCC(C(C4)OC)OCCO)C)C)O)OC)C)C)C)OC. Cell line: SF-268. Synergy scores: CSS=18.1, Synergy_ZIP=1.76, Synergy_Bliss=6.32, Synergy_Loewe=-8.96, Synergy_HSA=3.63. (2) Synergy scores: CSS=6.46, Synergy_ZIP=-3.40, Synergy_Bliss=-2.74, Synergy_Loewe=-15.8, Synergy_HSA=-3.35. Drug 1: C1=NC2=C(N=C(N=C2N1C3C(C(C(O3)CO)O)O)F)N. Cell line: MCF7. Drug 2: CC1=C(N=C(N=C1N)C(CC(=O)N)NCC(C(=O)N)N)C(=O)NC(C(C2=CN=CN2)OC3C(C(C(C(O3)CO)O)O)OC4C(C(C(C(O4)CO)O)OC(=O)N)O)C(=O)NC(C)C(C(C)C(=O)NC(C(C)O)C(=O)NCCC5=NC(=CS5)C6=NC(=CS6)C(=O)NCCC[S+](C)C)O. (3) Drug 1: CNC(=O)C1=CC=CC=C1SC2=CC3=C(C=C2)C(=NN3)C=CC4=CC=CC=N4. Drug 2: CC1=C2C(C(=O)C3(C(CC4C(C3C(C(C2(C)C)(CC1OC(=O)C(C(C5=CC=CC=C5)NC(=O)OC(C)(C)C)O)O)OC(=O)C6=CC=CC=C6)(CO4)OC(=O)C)O)C)O. Cell line: OVCAR-4. Synergy scores: CSS=33.6, Synergy_ZIP=7.11, Synergy_Bliss=6.24, Synergy_Loewe=-13.3, Synergy_HSA=6.44.